Binary Classification. Given a drug SMILES string, predict its activity (active/inactive) in a high-throughput screening assay against a specified biological target. From a dataset of HIV replication inhibition screening data with 41,000+ compounds from the AIDS Antiviral Screen. (1) The drug is CC(=O)NNc1nc(C)c(C(=O)NNC(=O)C(=O)Nc2ccc([N+](=O)[O-])cc2C#N)s1. The result is 0 (inactive). (2) The molecule is N=C1Nc2cc(Cl)ccc2Sc2nc3ccccc3n21. The result is 0 (inactive). (3) The compound is O=C(CNc1c(Cl)cccc1Cl)NC1C=Cc2ccc(S(=O)(=O)Nc3c(Cl)cccc3Cl)cc2C1=O. The result is 0 (inactive). (4) The compound is O=C1c2ccccc2CCCC12OC2c1cccnc1. The result is 0 (inactive). (5) The compound is COc1ccc(OC)c(CSc2ccc(OC)c(OC)c2)c1. The result is 0 (inactive). (6) The molecule is C=CCCC12CCCC(=O)C1Sc1ccccc12. The result is 0 (inactive).